This data is from Peptide-MHC class I binding affinity with 185,985 pairs from IEDB/IMGT. The task is: Regression. Given a peptide amino acid sequence and an MHC pseudo amino acid sequence, predict their binding affinity value. This is MHC class I binding data. The peptide sequence is TTYVYTLPV. The MHC is HLA-A32:15 with pseudo-sequence HLA-A32:15. The binding affinity (normalized) is 0.453.